Dataset: Forward reaction prediction with 1.9M reactions from USPTO patents (1976-2016). Task: Predict the product of the given reaction. (1) Given the reactants [S:1](Cl)([C:4]1[CH:10]=[CH:9][C:7]([CH3:8])=[CH:6][CH:5]=1)(=[O:3])=[O:2].[NH2:12][C:13]1[C:14]([CH3:41])=[C:15]([C:33]([OH:40])=[C:34]([C:36]([CH3:39])([CH3:38])[CH3:37])[CH:35]=1)[C:16]([NH:18][C:19]1[CH:24]=[CH:23][C:22]([S:25]([C:28]([F:31])([F:30])[F:29])(=[O:27])=[O:26])=[CH:21][C:20]=1[Cl:32])=[O:17], predict the reaction product. The product is: [C:36]([C:34]1[C:33]([OH:40])=[C:15]([C:14]([CH3:41])=[C:13]([NH:12][S:1]([C:4]2[CH:10]=[CH:9][C:7]([CH3:8])=[CH:6][CH:5]=2)(=[O:3])=[O:2])[CH:35]=1)[C:16]([NH:18][C:19]1[CH:24]=[CH:23][C:22]([S:25]([C:28]([F:31])([F:29])[F:30])(=[O:27])=[O:26])=[CH:21][C:20]=1[Cl:32])=[O:17])([CH3:39])([CH3:38])[CH3:37]. (2) Given the reactants [CH3:1][N:2]1[C:10]2[C:5](=[CH:6][C:7]([C:11]([O:13]C)=[O:12])=[CH:8][CH:9]=2)[CH:4]=[N:3]1.[OH-].[Na+], predict the reaction product. The product is: [CH3:1][N:2]1[C:10]2[C:5](=[CH:6][C:7]([C:11]([OH:13])=[O:12])=[CH:8][CH:9]=2)[CH:4]=[N:3]1. (3) Given the reactants [CH2:1]([C@H:3]1[CH2:8][CH2:7][C@H:6]([NH:9][C:10]([C@@H:12]2[CH2:14][C@H:13]2[CH2:15]OS(C)(=O)=O)=[O:11])[CH2:5][CH2:4]1)[CH3:2].Cl.[Cl:22][C:23]1[C:24]([N:33]2[CH2:38][CH2:37][NH:36][CH2:35][CH2:34]2)=[N:25][CH:26]=[C:27]([C:29]([F:32])([F:31])[F:30])[CH:28]=1.Cl.ClC1C=C(N2CCNCC2)C=CC=1, predict the reaction product. The product is: [CH2:1]([C@H:3]1[CH2:8][CH2:7][C@H:6]([NH:9][C:10]([C@@H:12]2[CH2:14][C@H:13]2[CH2:15][N:36]2[CH2:37][CH2:38][N:33]([C:24]3[C:23]([Cl:22])=[CH:28][C:27]([C:29]([F:32])([F:31])[F:30])=[CH:26][N:25]=3)[CH2:34][CH2:35]2)=[O:11])[CH2:5][CH2:4]1)[CH3:2]. (4) Given the reactants [OH:1][C:2]1[CH:3]=[C:4]([C:10](=[O:12])[CH3:11])[CH:5]=[CH:6][C:7]=1[O:8][CH3:9].C([O-])([O-])=O.[K+].[K+].[CH3:19][C:20]1[CH:27]=[CH:26][CH:25]=[C:24]([CH3:28])[C:21]=1[CH2:22]Cl, predict the reaction product. The product is: [CH3:19][C:20]1[CH:27]=[CH:26][CH:25]=[C:24]([CH3:28])[C:21]=1[CH2:22][O:1][C:2]1[CH:3]=[C:4]([C:10](=[O:12])[CH3:11])[CH:5]=[CH:6][C:7]=1[O:8][CH3:9].